Dataset: Forward reaction prediction with 1.9M reactions from USPTO patents (1976-2016). Task: Predict the product of the given reaction. (1) Given the reactants O[CH2:2][C:3]1[N:8]([C:9]2[CH:14]=[CH:13][CH:12]=[C:11]([C:15]([F:18])([F:17])[F:16])[CH:10]=2)[C:7](=[O:19])[C:6]([C:20]([NH:22][CH2:23][C:24]2[CH:29]=[CH:28][C:27]([S:30]([CH3:33])(=[O:32])=[O:31])=[CH:26][CH:25]=2)=[O:21])=[CH:5][CH:4]=1.S(Cl)([Cl:36])=O, predict the reaction product. The product is: [Cl:36][CH2:2][C:3]1[N:8]([C:9]2[CH:14]=[CH:13][CH:12]=[C:11]([C:15]([F:18])([F:17])[F:16])[CH:10]=2)[C:7](=[O:19])[C:6]([C:20]([NH:22][CH2:23][C:24]2[CH:29]=[CH:28][C:27]([S:30]([CH3:33])(=[O:32])=[O:31])=[CH:26][CH:25]=2)=[O:21])=[CH:5][CH:4]=1. (2) Given the reactants [Al+3].[Cl-].[Cl-].[Cl-].[C:5]1([CH:11]2[CH2:15][C:14](=[O:16])[O:13][C:12]2=[O:17])[CH:10]=[CH:9][CH:8]=[CH:7][CH:6]=1, predict the reaction product. The product is: [O:16]=[C:14]1[C:10]2[C:5](=[CH:6][CH:7]=[CH:8][CH:9]=2)[CH:11]([C:12]([OH:13])=[O:17])[CH2:15]1.